This data is from Full USPTO retrosynthesis dataset with 1.9M reactions from patents (1976-2016). The task is: Predict the reactants needed to synthesize the given product. (1) Given the product [CH2:1]([N:8]1[CH:13]=[CH:12][C:11](=[O:14])[C:10]2[C:15]([C:19]3[CH:24]=[CH:23][CH:22]=[CH:21][CH:20]=3)=[C:16]([C:38]3[CH:37]=[C:36]([CH:35]=[CH:34][CH:33]=3)[C:42]([OH:44])=[O:43])[O:17][C:9]1=2)[C:2]1[CH:7]=[CH:6][CH:5]=[CH:4][CH:3]=1, predict the reactants needed to synthesize it. The reactants are: [CH2:1]([N:8]1[CH:13]=[CH:12][C:11](=[O:14])[C:10]2[C:15]([C:19]3[CH:24]=[CH:23][CH:22]=[CH:21][CH:20]=3)=[C:16](I)[O:17][C:9]1=2)[C:2]1[CH:7]=[CH:6][CH:5]=[CH:4][CH:3]=1.[Li+].[Cl-].CN(CCO[C:33]1[CH:38]=[CH:37][C:36](B(O)O)=[CH:35][CH:34]=1)C.[C:42]([O-])([O-:44])=[O:43].[Na+].[Na+]. (2) Given the product [C:1]([O:5][C:6]([N:8]1[CH2:12][CH2:11][CH2:10][CH:9]1[C:13]1[NH:14][C:15]([C:18]2[CH:23]=[CH:22][C:21]([C:24]3[CH:29]=[CH:28][C:27]([C:30]4[NH:31][C:32]([CH:35]5[CH2:39][CH2:38][CH2:37][N:36]5[C:40](=[O:53])[CH:41]([NH:48][C:49]([O:51][CH3:52])=[O:50])[CH2:42][CH2:43][O:60][CH2:61][C:62]([F:65])([F:64])[F:63])=[N:33][CH:34]=4)=[CH:26][CH:25]=3)=[CH:20][CH:19]=2)=[CH:16][N:17]=1)=[O:7])([CH3:3])([CH3:4])[CH3:2], predict the reactants needed to synthesize it. The reactants are: [C:1]([O:5][C:6]([N:8]1[CH2:12][CH2:11][CH2:10][CH:9]1[C:13]1[NH:14][C:15]([C:18]2[CH:23]=[CH:22][C:21]([C:24]3[CH:29]=[CH:28][C:27]([C:30]4[NH:31][C:32]([CH:35]5[CH2:39][CH2:38][CH2:37][N:36]5[C:40](=[O:53])[CH:41]([NH:48][C:49]([O:51][CH3:52])=[O:50])[CH2:42][CH2:43]C(F)(F)F)=[N:33][CH:34]=4)=[CH:26][CH:25]=3)=[CH:20][CH:19]=2)=[CH:16][N:17]=1)=[O:7])([CH3:4])([CH3:3])[CH3:2].COC(=O)C(NC(OC)=O)CC[O:60][CH2:61][C:62]([F:65])([F:64])[F:63]. (3) Given the product [Cl:1][C:2]1[C:3]2[CH:4]=[C:13]([C:12]([O:16][CH3:17])=[O:15])[S:14][C:6]=2[CH:7]=[CH:8][C:9]=1[Cl:10], predict the reactants needed to synthesize it. The reactants are: [Cl:1][C:2]1[C:9]([Cl:10])=[CH:8][CH:7]=[C:6](F)[C:3]=1[CH:4]=O.[C:12]([O:16][CH3:17])(=[O:15])[CH2:13][SH:14].C(=O)([O-])[O-].[K+].[K+].CN(C)C=O. (4) Given the product [NH2:1][C:2]1[C:12]([CH:21]=[CH2:22])=[C:11]([CH:14]=[O:15])[C:10]([C:16]([F:19])([F:18])[F:17])=[CH:9][C:3]=1[C:4]([O:6][CH2:7][CH3:8])=[O:5], predict the reactants needed to synthesize it. The reactants are: [NH2:1][C:2]1[C:12](Br)=[C:11]([CH:14]=[O:15])[C:10]([C:16]([F:19])([F:18])[F:17])=[CH:9][C:3]=1[C:4]([O:6][CH2:7][CH3:8])=[O:5].N[C:21]1C=C(C=C)C(C(F)(F)F)=C[C:22]=1C(OCC)=O. (5) The reactants are: [CH2:1]([C:3]1[CH:4]=[C:5]([C:9]2[CH:14]=[CH:13][C:12]([O:15][CH3:16])=[CH:11][CH:10]=2)[CH:6]=[CH:7][CH:8]=1)[CH3:2].[C:17]1(=[O:23])[O:22][C:20](=[O:21])[CH2:19][CH2:18]1.Cl[CH2:25]CCl. Given the product [CH3:25][O:22][C:20](=[O:21])[CH2:19][CH2:18][C:17]([C:8]1[CH:7]=[CH:6][C:5]([C:9]2[CH:10]=[CH:11][C:12]([O:15][CH3:16])=[CH:13][CH:14]=2)=[CH:4][C:3]=1[CH2:1][CH3:2])=[O:23], predict the reactants needed to synthesize it. (6) The reactants are: [C:1]([C:5]1[CH:21]=[CH:20][C:8]([CH2:9][O:10][C:11]2[CH:12]=[C:13]([CH:17]=[CH:18][CH:19]=2)[C:14](O)=[O:15])=[CH:7][CH:6]=1)([CH3:4])([CH3:3])[CH3:2].S(Cl)(Cl)=O.[NH2:26][C:27]1[CH:32]=[CH:31][CH:30]=[CH:29][C:28]=1[S:33]([NH2:36])(=[O:35])=[O:34]. Given the product [C:1]([C:5]1[CH:21]=[CH:20][C:8]([CH2:9][O:10][C:11]2[CH:12]=[C:13]([CH:17]=[CH:18][CH:19]=2)[C:14]([NH:26][C:27]2[CH:32]=[CH:31][CH:30]=[CH:29][C:28]=2[S:33](=[O:35])(=[O:34])[NH2:36])=[O:15])=[CH:7][CH:6]=1)([CH3:3])([CH3:2])[CH3:4], predict the reactants needed to synthesize it. (7) Given the product [F:17][C:7]([F:18])([I:19])[C:8]([C:10]1[CH:15]=[CH:14][CH:13]=[CH:12][C:11]=1[CH3:16])=[O:9], predict the reactants needed to synthesize it. The reactants are: C[Si](Cl)(C)C.Cl[C:7]([F:18])([F:17])[C:8]([C:10]1[CH:15]=[CH:14][CH:13]=[CH:12][C:11]=1[CH3:16])=[O:9].[I:19]I.O. (8) Given the product [CH3:31][O:30][CH:27]([O:28][CH3:29])[C:3]1[CH:4]=[C:5]2[C:10](=[CH:11][CH:12]=1)[N:9]=[CH:8][N:7]([C:13]1[CH:14]=[C:15]([CH:20]=[CH:21][C:22]=1[CH3:23])[C:16]([O:18][CH3:19])=[O:17])[C:6]2=[O:24], predict the reactants needed to synthesize it. The reactants are: C([C:3]1[CH:4]=[C:5]2[C:10](=[CH:11][CH:12]=1)[N:9]=[CH:8][N:7]([C:13]1[CH:14]=[C:15]([CH:20]=[CH:21][C:22]=1[CH3:23])[C:16]([O:18][CH3:19])=[O:17])[C:6]2=[O:24])=O.CO[CH:27]([O:30][CH3:31])[O:28][CH3:29].C1(C)C=CC(S(O)(=O)=O)=CC=1.